Dataset: Full USPTO retrosynthesis dataset with 1.9M reactions from patents (1976-2016). Task: Predict the reactants needed to synthesize the given product. Given the product [CH3:29][N:5]([CH2:4][CH2:3][C:2]([CH3:1])([S:14]([C:17]1[CH:22]=[CH:21][CH:20]=[C:19]([C:23]([F:24])([F:25])[F:26])[CH:18]=1)(=[O:16])=[O:15])[CH3:13])[C:6](=[O:12])[O:7][C:8]([CH3:9])([CH3:10])[CH3:11], predict the reactants needed to synthesize it. The reactants are: [CH3:1][C:2]([S:14]([C:17]1[CH:22]=[CH:21][CH:20]=[C:19]([C:23]([F:26])([F:25])[F:24])[CH:18]=1)(=[O:16])=[O:15])([CH3:13])[CH2:3][CH2:4][NH:5][C:6](=[O:12])[O:7][C:8]([CH3:11])([CH3:10])[CH3:9].[H-].[Na+].[CH3:29]I.